From a dataset of Full USPTO retrosynthesis dataset with 1.9M reactions from patents (1976-2016). Predict the reactants needed to synthesize the given product. (1) Given the product [N:1]([C:2]1[CH:3]=[C:4]([CH:7]=[CH:8][CH:9]=1)[C:5]#[N:6])=[N+:15]=[N-:16], predict the reactants needed to synthesize it. The reactants are: [NH2:1][C:2]1[CH:3]=[C:4]([CH:7]=[CH:8][CH:9]=1)[C:5]#[N:6].Cl.N([O-])=O.[Na+].[N-:15]=[N+:16]=[N-].[Na+]. (2) Given the product [OH:51][C:50]1[CH:49]=[C:48]2[C:44]([CH2:45][CH2:46][CH2:47]2)=[CH:43][C:42]=1[CH:26]1[C:34]2[C:29](=[CH:30][CH:31]=[CH:32][CH:33]=2)[N:28]([CH2:35][C:36]([O:38][CH2:39][CH3:40])=[O:37])[C:27]1=[O:41], predict the reactants needed to synthesize it. The reactants are: BrC1C=CC(O)=C(C2(O)C3C(=CC=CC=3)N(CCCCC)C2=O)C=1.O[C:26]1([C:42]2[CH:43]=[C:44]3[C:48](=[CH:49][C:50]=2[OH:51])[CH2:47][CH2:46][CH2:45]3)[C:34]2[C:29](=[CH:30][CH:31]=[CH:32][CH:33]=2)[N:28]([CH2:35][C:36]([O:38][CH2:39][CH3:40])=[O:37])[C:27]1=[O:41]. (3) Given the product [Cl:8][C:9]1[C:14]([O:15][CH3:16])=[CH:13][C:12]([O:17][CH3:18])=[C:11]([Cl:19])[C:10]=1[C:20]1[N:25]=[C:24]2[NH:26][N:27]=[C:28]([C:37]3[CH:36]=[CH:35][C:34]4[O:30][CH2:31][CH2:32][C:33]=4[CH:38]=3)[C:23]2=[CH:22][N:21]=1, predict the reactants needed to synthesize it. The reactants are: C(O)(C(F)(F)F)=O.[Cl:8][C:9]1[C:14]([O:15][CH3:16])=[CH:13][C:12]([O:17][CH3:18])=[C:11]([Cl:19])[C:10]=1[C:20]1[N:25]=[C:24]2[NH:26][N:27]=[C:28](I)[C:23]2=[CH:22][N:21]=1.[O:30]1[C:34]2[CH:35]=[CH:36][C:37](B(O)O)=[CH:38][C:33]=2[CH2:32][CH2:31]1. (4) The reactants are: [NH2:1][C@@:2]([C:7]1[CH:12]=[CH:11][CH:10]=[CH:9][C:8]=1CCl)([CH3:6])[C:3]([OH:5])=[O:4].O1CCOCC1.[C:21](O[C:21]([O:23][C:24]([CH3:27])([CH3:26])[CH3:25])=[O:22])([O:23][C:24]([CH3:27])([CH3:26])[CH3:25])=[O:22].[ClH:36]. Given the product [C:24]([O:23][C:21]([NH:1][C@@:2]([C:7]1[CH:12]=[CH:11][CH:10]=[CH:9][C:8]=1[Cl:36])([CH3:6])[C:3]([OH:5])=[O:4])=[O:22])([CH3:27])([CH3:26])[CH3:25], predict the reactants needed to synthesize it.